Dataset: Forward reaction prediction with 1.9M reactions from USPTO patents (1976-2016). Task: Predict the product of the given reaction. (1) Given the reactants [CH3:1][N:2]1[C:14]2([CH2:19][CH2:18][N:17](C(OC(C)(C)C)=O)[CH2:16][CH2:15]2)[C:6]2=[CH:7][CH:8]=[C:9]([C:10]([F:13])([F:12])[F:11])[N:5]2[CH2:4][CH2:3]1.O1CCOCC1.CO.[ClH:35], predict the reaction product. The product is: [ClH:35].[ClH:35].[CH3:1][N:2]1[CH2:3][CH2:4][N:5]2[C:9]([C:10]([F:11])([F:12])[F:13])=[CH:8][CH:7]=[C:6]2[C:14]21[CH2:19][CH2:18][NH:17][CH2:16][CH2:15]2. (2) Given the reactants Cl[C:2]1[N:7]=[C:6]([NH:8][C:9]2[CH:10]=[C:11]3[C:15](=[CH:16][CH:17]=2)[NH:14][N:13]=[CH:12]3)[CH:5]=[C:4]([O:18][CH2:19][CH2:20][N:21]([CH3:23])[CH3:22])[N:3]=1.[CH3:24][O:25][C:26]1[CH:27]=[C:28](B(O)O)[CH:29]=[CH:30][CH:31]=1.C([O-])([O-])=O.[Na+].[Na+].O, predict the reaction product. The product is: [CH3:22][N:21]([CH3:23])[CH2:20][CH2:19][O:18][C:4]1[N:3]=[C:2]([C:30]2[CH:29]=[CH:28][CH:27]=[C:26]([O:25][CH3:24])[CH:31]=2)[N:7]=[C:6]([NH:8][C:9]2[CH:10]=[C:11]3[C:15](=[CH:16][CH:17]=2)[NH:14][N:13]=[CH:12]3)[CH:5]=1. (3) The product is: [C:26]([OH:28])(=[O:27])/[CH:25]=[CH:33]\[C:32]([OH:35])=[O:34].[S:1]1[C:5]2[CH:6]=[CH:7][C:8]([CH2:10][CH2:11][O:12][CH2:13][CH2:14][CH2:15][N:17]3[CH2:20][CH:19]([OH:21])[CH2:18]3)=[CH:9][C:4]=2[CH:3]=[CH:2]1. Given the reactants [S:1]1[C:5]2[CH:6]=[CH:7][C:8]([CH2:10][CH2:11][O:12][CH2:13][CH2:14][C:15]([N:17]3[CH2:20][CH:19]([OH:21])[CH2:18]3)=O)=[CH:9][C:4]=2[CH:3]=[CH:2]1.[BH4-].[Na+].F[C:25](F)(F)[C:26]([OH:28])=[O:27].Cl.[C:32]([O:35]CC)(=[O:34])[CH3:33], predict the reaction product. (4) Given the reactants [CH3:1][O:2][C:3]1[CH:22]=[C:21]([O:23][CH3:24])[CH:20]=[CH:19][C:4]=1[CH2:5][NH:6][S:7]([CH2:10][C:11]1[CH:16]=[CH:15][C:14]([CH2:17][OH:18])=[CH:13][CH:12]=1)(=[O:9])=[O:8].C(N(CC)CC)C.[CH3:32][S:33](Cl)(=[O:35])=[O:34], predict the reaction product. The product is: [CH3:1][O:2][C:3]1[CH:22]=[C:21]([O:23][CH3:24])[CH:20]=[CH:19][C:4]=1[CH2:5][NH:6][S:7]([CH2:10][C:11]1[CH:16]=[CH:15][C:14]([CH2:17][O:18][S:33]([CH3:32])(=[O:35])=[O:34])=[CH:13][CH:12]=1)(=[O:9])=[O:8]. (5) Given the reactants O[CH2:2][CH:3]1[C:12]2[C:7](=[CH:8][C:9]([O:15][CH3:16])=[C:10]([O:13][CH3:14])[CH:11]=2)[CH2:6][CH2:5][N:4]1[CH2:17][C:18]([NH:20][CH:21]1[C:29]2[C:24](=[CH:25][CH:26]=[CH:27][CH:28]=2)[CH2:23][CH2:22]1)=[O:19].[CH3:30][C:31]1[C:39]([CH3:40])=[CH:38][C:34]2[N:35]=[CH:36][NH:37][C:33]=2[CH:32]=1, predict the reaction product. The product is: [CH3:30][C:31]1[C:39]([CH3:40])=[CH:38][C:34]2[N:35]([CH2:2][CH:3]3[C:12]4[C:7](=[CH:8][C:9]([O:15][CH3:16])=[C:10]([O:13][CH3:14])[CH:11]=4)[CH2:6][CH2:5][N:4]3[CH2:17][C:18]([NH:20][CH:21]3[C:29]4[C:24](=[CH:25][CH:26]=[CH:27][CH:28]=4)[CH2:23][CH2:22]3)=[O:19])[CH:36]=[N:37][C:33]=2[CH:32]=1. (6) Given the reactants [C:1]([C:3]1[CH:8]=[CH:7][C:6]([S:9]([C:12]2[CH:22]=[CH:21][C:15]([C:16]([NH:18][CH2:19][CH3:20])=[O:17])=[CH:14][CH:13]=2)(=[O:11])=[O:10])=[CH:5][CH:4]=1)#[N:2].N, predict the reaction product. The product is: [NH2:2][CH2:1][C:3]1[CH:8]=[CH:7][C:6]([S:9]([C:12]2[CH:22]=[CH:21][C:15]([C:16]([NH:18][CH2:19][CH3:20])=[O:17])=[CH:14][CH:13]=2)(=[O:11])=[O:10])=[CH:5][CH:4]=1.